Predict the reactants needed to synthesize the given product. From a dataset of Full USPTO retrosynthesis dataset with 1.9M reactions from patents (1976-2016). (1) Given the product [CH3:17][O:10][C:9](=[O:11])[C:8]1[CH:12]=[CH:13][C:14]([Cl:16])=[N:15][C:7]=1[NH2:6], predict the reactants needed to synthesize it. The reactants are: S(=O)(=O)(O)O.[NH2:6][C:7]1[N:15]=[C:14]([Cl:16])[CH:13]=[CH:12][C:8]=1[C:9]([OH:11])=[O:10].[C:17](=O)(O)[O-].[Na+]. (2) Given the product [C:1]1([C:19]2[CH:20]=[CH:21][CH:22]=[CH:23][CH:24]=2)[CH:2]=[CH:3][C:4]([N:7]2[CH:12]=[CH:11][CH:10]=[C:9]([C:13]([OH:15])=[O:14])[C:8]2=[O:18])=[CH:5][CH:6]=1, predict the reactants needed to synthesize it. The reactants are: [C:1]1([C:19]2[CH:24]=[CH:23][CH:22]=[CH:21][CH:20]=2)[CH:6]=[CH:5][C:4]([N:7]2[CH:12]=[CH:11][CH:10]=[C:9]([C:13]([O:15]CC)=[O:14])[C:8]2=[O:18])=[CH:3][CH:2]=1.[OH-].[Na+]. (3) Given the product [NH2:9][C:5]1[CH:6]=[C:7]([F:8])[C:2]([F:1])=[C:3]([C@:12]2([CH3:22])[C@H:18]3[C@H:16]([C:17]3([F:20])[F:19])[S:15][C:14]([NH2:21])=[N:13]2)[CH:4]=1, predict the reactants needed to synthesize it. The reactants are: [F:1][C:2]1[C:7]([F:8])=[CH:6][C:5]([N+:9]([O-])=O)=[CH:4][C:3]=1[C@:12]1([CH3:22])[C@H:18]2[C@H:16]([C:17]2([F:20])[F:19])[S:15][C:14]([NH2:21])=[N:13]1.C(O)(C(F)(F)F)=O.[OH-].[Na+]. (4) Given the product [Cl:32][C:33]1[CH:38]=[CH:37][C:36]([CH:39]2[N:43]([C:44]([N:46]3[CH2:51][CH2:50][N:49]([CH3:52])[CH2:48][CH2:47]3)=[O:45])[C:42]([C:53]3[CH:58]=[CH:57][C:56]([O:59][CH3:60])=[CH:55][C:54]=3[O:61][CH2:62][CH3:63])=[N:41][CH:40]2[CH3:64])=[CH:35][CH:34]=1, predict the reactants needed to synthesize it. The reactants are: FC(F)(F)C(O)=O.ClC1C=CC(C2NC(C3C=CC(OC)=CC=3OCC)=NC2C)=CC=1.[Cl:32][C:33]1[CH:38]=[CH:37][C:36]([CH:39]2[N:43]([C:44]([N:46]3[CH2:51][CH2:50][N:49]([CH3:52])[CH2:48][CH2:47]3)=[O:45])[C:42]([C:53]3[CH:58]=[CH:57][C:56]([O:59][CH3:60])=[CH:55][C:54]=3[O:61][CH2:62][CH3:63])=[N:41][CH:40]2[CH2:64]C2CCCC2)=[CH:35][CH:34]=1. (5) Given the product [CH3:1][C:2]1[N:6]([CH2:7][C:8]2[CH:13]=[CH:12][CH:11]=[CH:10][C:9]=2[O:14][CH3:15])[N:5]=[C:4]([NH2:16])[CH:3]=1, predict the reactants needed to synthesize it. The reactants are: [CH3:1][C:2]1[N:6]([CH2:7][C:8]2[CH:13]=[CH:12][CH:11]=[CH:10][C:9]=2[O:14][CH3:15])[N:5]=[C:4]([N:16]2C(=O)C3C(=CC=CC=3)C2=O)[CH:3]=1.O.NN. (6) Given the product [C:23]([C:27]1[CH:28]=[CH:29][C:30]([C:33]2[NH:34][C:35](=[O:44])[C:36]3[N:37]([N:39]=[C:40]([CH:42]=[O:43])[CH:41]=3)[CH:38]=2)=[CH:31][CH:32]=1)([CH3:26])([CH3:24])[CH3:25], predict the reactants needed to synthesize it. The reactants are: CC(OI1(OC(C)=O)(OC(C)=O)OC(=O)C2C=CC=CC1=2)=O.[C:23]([C:27]1[CH:32]=[CH:31][C:30]([C:33]2[NH:34][C:35](=[O:44])[C:36]3[N:37]([N:39]=[C:40]([CH2:42][OH:43])[CH:41]=3)[CH:38]=2)=[CH:29][CH:28]=1)([CH3:26])([CH3:25])[CH3:24]. (7) Given the product [CH2:46]([O:45][C:43]1[C:42]([O:48][CH3:49])=[CH:41][C:40]([F:50])=[C:39]([CH:25]([NH:26][C:27]2[CH:28]=[CH:29][C:30]([C:33]3[N:37]=[C:36]([CH3:38])[O:35][N:34]=3)=[CH:31][CH:32]=2)[C:24]2[NH:23][C:22](=[O:21])[N:2]([C:4]3[CH:12]=[CH:11][CH:10]=[CH:9][C:5]=3[C:6]([OH:8])=[O:7])[N:3]=2)[CH:44]=1)[CH3:47], predict the reactants needed to synthesize it. The reactants are: Cl.[NH:2]([C:4]1[CH:12]=[CH:11][CH:10]=[CH:9][C:5]=1[C:6]([OH:8])=[O:7])[NH2:3].C(N(CC)CC)C.C[O:21][C:22](=O)[N:23]=[C:24](SC)[C:25]([C:39]1[CH:44]=[C:43]([O:45][CH2:46][CH3:47])[C:42]([O:48][CH3:49])=[CH:41][C:40]=1[F:50])=[N:26][C:27]1[CH:32]=[CH:31][C:30]([C:33]2[N:37]=[C:36]([CH3:38])[O:35][N:34]=2)=[CH:29][CH:28]=1. (8) Given the product [Cl:1][C:2]1[CH:10]=[C:9]2[C:5]([CH:6]=[C:7]([C:11]3[CH:16]=[N:15][CH:14]=[C:13]([CH:17]=[O:18])[CH:12]=3)[N:8]2[CH3:19])=[CH:4][CH:3]=1, predict the reactants needed to synthesize it. The reactants are: [Cl:1][C:2]1[CH:10]=[C:9]2[C:5]([CH:6]=[C:7]([C:11]3[CH:12]=[C:13]([CH:17]=[O:18])[CH:14]=[N:15][CH:16]=3)[NH:8]2)=[CH:4][CH:3]=1.[CH3:19]N(C=O)C.[H-].[Na+].